Dataset: Forward reaction prediction with 1.9M reactions from USPTO patents (1976-2016). Task: Predict the product of the given reaction. (1) Given the reactants [F:1][C:2]([F:19])([F:18])[C:3]1[CH:8]=[CH:7][C:6]([P:9]2[C:15]3[CH2:16][CH2:17][C:10]2=[CH:11][CH:12]=[CH:13][CH:14]=3)=[CH:5][CH:4]=1.[OH:20]O.O, predict the reaction product. The product is: [F:19][C:2]([F:1])([F:18])[C:3]1[CH:4]=[CH:5][C:6]([P:9]2(=[O:20])[C:15]3[CH2:16][CH2:17][C:10]2=[CH:11][CH:12]=[CH:13][CH:14]=3)=[CH:7][CH:8]=1. (2) Given the reactants COC1N=C(N)C2N=CN([C@@H]3O[C@H](CO)[C@@H](O)[C@H]3O)C=2N=1.C(O[C@@H:26]1[O:48][C@H:47]([CH2:49][O:50][C:51](=[O:58])[C:52]2[CH:57]=[CH:56][CH:55]=[CH:54][CH:53]=2)[C@@H:37]([O:38][C:39](=[O:46])[C:40]2[CH:45]=[CH:44][CH:43]=[CH:42][CH:41]=2)[C@H:27]1[O:28][C:29](=[O:36])[C:30]1[CH:35]=[CH:34][CH:33]=[CH:32][CH:31]=1)(=O)C.[CH3:59][O:60][C:61]1[N:69]=[C:68]2[C:64]([NH:65][CH:66]=[N:67]2)=[C:63]([NH2:70])[N:62]=1, predict the reaction product. The product is: [C:29]([O:28][C@@H:27]1[C@H:37]([O:38][C:39](=[O:46])[C:40]2[CH:45]=[CH:44][CH:43]=[CH:42][CH:41]=2)[C@@H:47]([CH2:49][O:50][C:51](=[O:58])[C:52]2[CH:53]=[CH:54][CH:55]=[CH:56][CH:57]=2)[O:48][C@H:26]1[N:67]1[CH:66]=[N:65][C:64]2[C:68]1=[N:69][C:61]([O:60][CH3:59])=[N:62][C:63]=2[NH2:70])(=[O:36])[C:30]1[CH:35]=[CH:34][CH:33]=[CH:32][CH:31]=1. (3) Given the reactants [F:1][C:2]1[CH:34]=[CH:33][C:5]2[S:6][C:7]([S:10]([NH:13][C:14]3[CH:19]=[CH:18][C:17]([C:20]4[O:21][CH2:22][CH:23]([C:25]([O:27][CH3:28])=[O:26])[N:24]=4)=[CH:16][C:15]=3[S:29]([CH3:32])(=[O:31])=[O:30])(=[O:12])=[O:11])=[C:8]([CH3:9])[C:4]=2[CH:3]=1.BrC(Cl)(Cl)Cl.C1CCN2C(=NCCC2)CC1, predict the reaction product. The product is: [F:1][C:2]1[CH:34]=[CH:33][C:5]2[S:6][C:7]([S:10]([NH:13][C:14]3[CH:19]=[CH:18][C:17]([C:20]4[O:21][CH:22]=[C:23]([C:25]([O:27][CH3:28])=[O:26])[N:24]=4)=[CH:16][C:15]=3[S:29]([CH3:32])(=[O:31])=[O:30])(=[O:11])=[O:12])=[C:8]([CH3:9])[C:4]=2[CH:3]=1. (4) The product is: [ClH:1].[CH2:2]([O:9][C:10]1[CH:11]=[CH:12][C:13]([C@@H:16]2[CH2:18][C@H:17]2[NH2:19])=[CH:14][CH:15]=1)[C:3]1[CH:4]=[CH:5][CH:6]=[CH:7][CH:8]=1. Given the reactants [ClH:1].[CH2:2]([O:9][C:10]1[CH:15]=[CH:14][C:13]([C@@H:16]2[CH2:18][C@H:17]2[NH:19]C(=O)OC(C)(C)C)=[CH:12][CH:11]=1)[C:3]1[CH:8]=[CH:7][CH:6]=[CH:5][CH:4]=1, predict the reaction product. (5) Given the reactants [C-]#N.[K+].[C:4]([C:8]1[CH:15]=[CH:14][C:11]([CH:12]=[O:13])=[CH:10][CH:9]=1)([CH3:7])([CH3:6])[CH3:5].[CH3:16][OH:17], predict the reaction product. The product is: [C:4]([C:8]1[CH:15]=[CH:14][C:11]([C:16](=[O:17])[CH:12]([C:11]2[CH:10]=[CH:9][C:8]([C:4]([CH3:7])([CH3:5])[CH3:6])=[CH:15][CH:14]=2)[OH:13])=[CH:10][CH:9]=1)([CH3:7])([CH3:6])[CH3:5].